Dataset: Forward reaction prediction with 1.9M reactions from USPTO patents (1976-2016). Task: Predict the product of the given reaction. (1) Given the reactants [N:1]([CH:4]([C:6]1[N:7]([C:16]2[CH:21]=[CH:20][CH:19]=[C:18]([F:22])[CH:17]=2)[C:8]2[C:13]([CH:14]=1)=[CH:12][CH:11]=[C:10]([Cl:15])[CH:9]=2)[CH3:5])=[N+]=[N-].CP(C)C, predict the reaction product. The product is: [Cl:15][C:10]1[CH:9]=[C:8]2[C:13]([CH:14]=[C:6]([CH:4]([NH2:1])[CH3:5])[N:7]2[C:16]2[CH:21]=[CH:20][CH:19]=[C:18]([F:22])[CH:17]=2)=[CH:12][CH:11]=1. (2) Given the reactants [NH:1]([C:111]([CH3:113])=[O:112])[C@H:2]([C:27]([NH:29][C@H:30]([C:35]([NH:37][C@H:38]([C:47]([NH:49][C@H:50]([C:55]([NH:57][C@H:58]([C:83]([NH:85][C@H:86]([C:91]([NH:93][C@H:94]([C:99]([NH:101][C@H:102]([C:107]([O:109]C)=[O:108])[CH2:103][CH:104]([CH3:106])[CH3:105])=[O:100])[CH2:95][CH:96]([CH3:98])[CH3:97])=[O:92])[CH2:87][CH:88]([CH3:90])[CH3:89])=[O:84])[CH2:59][CH2:60][CH2:61][NH:62][C:63](=[NH:82])[NH:64][S:65]([C:68]1[C:80]([CH3:81])=[C:79]2[C:73]([O:74][C:75]([CH2:78]2)([CH3:77])[CH3:76])=[C:71]([CH3:72])[C:69]=1[CH3:70])(=[O:67])=[O:66])=[O:56])[CH2:51][CH:52]([CH3:54])[CH3:53])=[O:48])[CH2:39][C:40](=[O:46])[O:41][C:42]([CH3:45])([CH3:44])[CH3:43])=[O:36])[CH2:31][CH:32]([CH3:34])[CH3:33])=[O:28])[CH2:3][CH2:4][CH2:5][NH:6][C:7](=[NH:26])[NH:8][S:9]([C:12]1[C:24]([CH3:25])=[C:23]2[C:17]([O:18][C:19]([CH2:22]2)([CH3:21])[CH3:20])=[C:15]([CH3:16])[C:13]=1[CH3:14])(=[O:11])=[O:10].O.O.[OH-].[Li+].Cl, predict the reaction product. The product is: [NH:1]([C:111]([CH3:113])=[O:112])[C@H:2]([C:27]([NH:29][C@H:30]([C:35]([NH:37][C@H:38]([C:47]([NH:49][C@H:50]([C:55]([NH:57][C@H:58]([C:83]([NH:85][C@H:86]([C:91]([NH:93][C@H:94]([C:99]([NH:101][C@H:102]([C:107]([OH:109])=[O:108])[CH2:103][CH:104]([CH3:106])[CH3:105])=[O:100])[CH2:95][CH:96]([CH3:97])[CH3:98])=[O:92])[CH2:87][CH:88]([CH3:90])[CH3:89])=[O:84])[CH2:59][CH2:60][CH2:61][NH:62][C:63](=[NH:82])[NH:64][S:65]([C:68]1[C:80]([CH3:81])=[C:79]2[C:73]([O:74][C:75]([CH2:78]2)([CH3:77])[CH3:76])=[C:71]([CH3:72])[C:69]=1[CH3:70])(=[O:67])=[O:66])=[O:56])[CH2:51][CH:52]([CH3:53])[CH3:54])=[O:48])[CH2:39][C:40](=[O:46])[O:41][C:42]([CH3:45])([CH3:44])[CH3:43])=[O:36])[CH2:31][CH:32]([CH3:33])[CH3:34])=[O:28])[CH2:3][CH2:4][CH2:5][NH:6][C:7](=[NH:26])[NH:8][S:9]([C:12]1[C:24]([CH3:25])=[C:23]2[C:17]([O:18][C:19]([CH2:22]2)([CH3:20])[CH3:21])=[C:15]([CH3:16])[C:13]=1[CH3:14])(=[O:10])=[O:11]. (3) Given the reactants [F:1][CH:2]([F:16])[CH2:3][O:4][C:5]1[N:10]=[CH:9][C:8]([C:11](=O)[CH3:12])=[CH:7][C:6]=1[CH2:14][CH3:15].[CH3:17][C:18]([S@:21]([NH2:23])=[O:22])([CH3:20])[CH3:19], predict the reaction product. The product is: [F:1][CH:2]([F:16])[CH2:3][O:4][C:5]1[N:10]=[CH:9][C:8]([CH:11]([NH:23][S@@:21]([C:18]([CH3:20])([CH3:19])[CH3:17])=[O:22])[CH3:12])=[CH:7][C:6]=1[CH2:14][CH3:15]. (4) Given the reactants C(OC([N:8]1[CH2:13][CH2:12][CH:11]([C:14]2[CH:19]=[CH:18][C:17]([NH:20][C:21]3[N:26]=[CH:25][C:24]4=[CH:27][CH:28]=[C:29]([C:30]5[CH:35]=[CH:34][C:33]([S:36]([CH3:39])(=[O:38])=[O:37])=[CH:32][CH:31]=5)[N:23]4[N:22]=3)=[CH:16][CH:15]=2)[CH2:10][CH2:9]1)=O)(C)(C)C.[F:40][C:41]([F:46])([F:45])[C:42]([OH:44])=[O:43].C(Cl)Cl, predict the reaction product. The product is: [F:40][C:41]([F:46])([F:45])[C:42]([OH:44])=[O:43].[CH3:39][S:36]([C:33]1[CH:34]=[CH:35][C:30]([C:29]2[N:23]3[C:24]([CH:25]=[N:26][C:21]([NH:20][C:17]4[CH:18]=[CH:19][C:14]([CH:11]5[CH2:12][CH2:13][NH:8][CH2:9][CH2:10]5)=[CH:15][CH:16]=4)=[N:22]3)=[CH:27][CH:28]=2)=[CH:31][CH:32]=1)(=[O:37])=[O:38].